From a dataset of Catalyst prediction with 721,799 reactions and 888 catalyst types from USPTO. Predict which catalyst facilitates the given reaction. (1) Reactant: I[C:2]1[S:10][C:9]2[CH2:8][CH2:7][O:6][CH:5](N(C)C(=O)OC(C)(C)C)[C:4]=2[CH:3]=1.[NH:20]1[CH2:25][CH2:24][CH2:23][CH2:22][CH2:21]1.[CH3:26][N:27](C)CCO. Product: [N:20]1([C:2]2[S:10][C:9]3[CH2:8][CH2:7][O:6][CH:5]([CH2:26][NH2:27])[C:4]=3[CH:3]=2)[CH2:25][CH2:24][CH2:23][CH2:22][CH2:21]1. The catalyst class is: 6. (2) Reactant: [NH2:1][C:2]1[C:3]([C:19]([O:21]C)=[O:20])=[N:4][C:5]([C:12]2[CH:17]=[CH:16][C:15]([F:18])=[CH:14][CH:13]=2)=[C:6]([C:8]([F:11])([F:10])[F:9])[CH:7]=1.[OH-].[Na+].Cl. Product: [NH2:1][C:2]1[C:3]([C:19]([OH:21])=[O:20])=[N:4][C:5]([C:12]2[CH:13]=[CH:14][C:15]([F:18])=[CH:16][CH:17]=2)=[C:6]([C:8]([F:10])([F:9])[F:11])[CH:7]=1. The catalyst class is: 88. (3) Reactant: [C:1]([O:7][CH2:8][CH3:9])(=[O:6])[CH2:2][C:3]([CH3:5])=O.C([O-])C.[Na+].[F:14][C:15]([F:33])([F:32])[C:16]1[CH:17]=[C:18]([NH:22][N:23]=[C:24](Br)[C:25]2[CH:30]=[CH:29][N:28]=[CH:27][CH:26]=2)[CH:19]=[CH:20][CH:21]=1. Product: [CH2:8]([O:7][C:1]([C:2]1[C:24]([C:25]2[CH:30]=[CH:29][N:28]=[CH:27][CH:26]=2)=[N:23][N:22]([C:18]2[CH:19]=[CH:20][CH:21]=[C:16]([C:15]([F:33])([F:14])[F:32])[CH:17]=2)[C:3]=1[CH3:5])=[O:6])[CH3:9]. The catalyst class is: 8. (4) Reactant: FC(F)(OC1C=CC(C2OC([C:19]3[CH:28]=[CH:27][C:22]([C:23]([O:25]C)=[O:24])=[CH:21][CH:20]=3)=NN=2)=CC=1)C(F)(F)F.Cl. Product: [C:23]([OH:25])(=[O:24])[C:22]1[CH:27]=[CH:28][CH:19]=[CH:20][CH:21]=1. The catalyst class is: 273.